Dataset: Forward reaction prediction with 1.9M reactions from USPTO patents (1976-2016). Task: Predict the product of the given reaction. (1) Given the reactants Cl.[C:2]([C:5]1[C:6]([CH:16]2[CH2:19][CH2:18][CH2:17]2)=[CH:7][C:8]([CH3:15])=[C:9]([CH:14]=1)[C:10]([O:12][CH3:13])=[O:11])(=[NH:4])[NH2:3].Br[CH2:21][C:22](=O)[CH2:23][CH3:24].C(=O)([O-])[O-].[K+].[K+], predict the reaction product. The product is: [CH:16]1([C:6]2[C:5]([C:2]3[NH:3][C:22]([CH2:23][CH3:24])=[CH:21][N:4]=3)=[CH:14][C:9]([C:10]([O:12][CH3:13])=[O:11])=[C:8]([CH3:15])[CH:7]=2)[CH2:17][CH2:18][CH2:19]1. (2) The product is: [ClH:23].[NH2:21][CH2:20][C:15]1[CH:16]=[C:17]2[C:12](=[CH:13][CH:14]=1)[C:11](=[O:22])[N:10]([C@@:2]1([CH3:1])[CH2:7][CH2:6][C:5](=[O:8])[NH:4][C:3]1=[O:9])[C:18]2=[O:19]. Given the reactants [CH3:1][C@:2]1([N:10]2[C:18](=[O:19])[C:17]3[C:12](=[CH:13][CH:14]=[C:15]([C:20]#[N:21])[CH:16]=3)[C:11]2=[O:22])[CH2:7][CH2:6][C:5](=[O:8])[NH:4][C:3]1=[O:9].[ClH:23].O, predict the reaction product. (3) Given the reactants C[O:2][C:3]([CH:5]1[N:9]2[C:10](=[O:17])[CH:11]([NH2:16])[CH2:12][CH:13]=[CH:14][CH2:15][CH:8]2[CH2:7][CH2:6]1)=[O:4].[Li+].[OH-].Cl, predict the reaction product. The product is: [NH2:16][C@@H:11]1[C:10](=[O:17])[N:9]2[C@H:5]([C:3]([OH:4])=[O:2])[CH2:6][CH2:7][C@H:8]2[CH2:15][CH:14]=[CH:13][CH2:12]1. (4) Given the reactants [OH:1][C:2]1[CH:7]=[CH:6][C:5]([C:8]2[CH:9]=[C:10]([CH:14]([NH:20][C:21]([C@@H:23]3[CH2:28][CH2:27][CH2:26][N:25]([C:29](=[O:45])[CH2:30][CH2:31][CH:32]4[CH2:37][CH2:36][N:35]([C:38]([O:40][C:41]([CH3:44])([CH3:43])[CH3:42])=[O:39])[CH2:34][CH2:33]4)[CH2:24]3)=[O:22])[CH2:15][C:16]([O:18][CH3:19])=[O:17])[CH:11]=[N:12][CH:13]=2)=[CH:4][CH:3]=1.C(=O)([O-])[O-].[Cs+].[Cs+].[C:52]1([CH3:75])[CH:57]=[CH:56][C:55]([S:58]([O:61][CH2:62][CH2:63]OS(C2C=CC(C)=CC=2)(=O)=O)(=[O:60])=[O:59])=[CH:54][CH:53]=1, predict the reaction product. The product is: [CH3:19][O:18][C:16](=[O:17])[CH2:15][CH:14]([NH:20][C:21]([C@@H:23]1[CH2:28][CH2:27][CH2:26][N:25]([C:29](=[O:45])[CH2:30][CH2:31][CH:32]2[CH2:33][CH2:34][N:35]([C:38]([O:40][C:41]([CH3:42])([CH3:44])[CH3:43])=[O:39])[CH2:36][CH2:37]2)[CH2:24]1)=[O:22])[C:10]1[CH:11]=[N:12][CH:13]=[C:8]([C:5]2[CH:4]=[CH:3][C:2]([O:1][CH2:63][CH2:62][O:61][S:58]([C:55]3[CH:56]=[CH:57][C:52]([CH3:75])=[CH:53][CH:54]=3)(=[O:60])=[O:59])=[CH:7][CH:6]=2)[CH:9]=1. (5) Given the reactants [Cl-].[Al+3].[Cl-].[Cl-].C([O:9][C:10](=[O:42])[C:11]1[CH:16]=[CH:15][CH:14]=[C:13]([CH2:17][CH:18]([NH:32][C:33]([C:35]2[O:39][CH:38]=[N:37][CH:36]=2)=[O:34])[B:19]2[O:27]C3C(C)(C4CC(C3)C4(C)C)[O:20]2)[C:12]=1OC)(C)(C)C, predict the reaction product. The product is: [OH:20][B:19]1[C@@H:18]([NH:32][C:33]([C:35]2[O:39][CH:38]=[N:37][CH:36]=2)=[O:34])[CH2:17][C:13]2[CH:14]=[CH:15][CH:16]=[C:11]([C:10]([OH:9])=[O:42])[C:12]=2[O:27]1. (6) Given the reactants CCN(CC)CC.Cl.[C:9]([O:13][C:14](=[O:18])[CH2:15][CH2:16][NH2:17])([CH3:12])([CH3:11])[CH3:10].[Cl:19][C:20]1[C:29]2[C:24](=[CH:25][CH:26]=[C:27]([S:30](Cl)(=[O:32])=[O:31])[CH:28]=2)[C:23]([Cl:34])=[CH:22][N:21]=1, predict the reaction product. The product is: [C:9]([O:13][C:14](=[O:18])[CH2:15][CH2:16][NH:17][S:30]([C:27]1[CH:28]=[C:29]2[C:24]([C:23]([Cl:34])=[CH:22][N:21]=[C:20]2[Cl:19])=[CH:25][CH:26]=1)(=[O:32])=[O:31])([CH3:12])([CH3:11])[CH3:10]. (7) Given the reactants [N:1]([CH2:4][C:5]([C:13]1[CH:18]=[CH:17][C:16]([F:19])=[CH:15][C:14]=1[F:20])([OH:12])[CH2:6][N:7]1[CH:11]=[N:10][CH:9]=[N:8]1)=[N+:2]=[N-:3].[CH2:21]([O:24][C:25]1[CH:32]=[CH:31][C:28]([CH:29]=[O:30])=[CH:27][CH:26]=1)[C:22]#[CH:23].O=C1O[C@H]([C@H](CO)O)C([O-])=C1O.[Na+], predict the reaction product. The product is: [F:20][C:14]1[CH:15]=[C:16]([F:19])[CH:17]=[CH:18][C:13]=1[C:5]([OH:12])([CH2:6][N:7]1[CH:11]=[N:10][CH:9]=[N:8]1)[CH2:4][N:1]1[CH:23]=[C:22]([CH2:21][O:24][C:25]2[CH:26]=[CH:27][C:28]([CH:29]=[O:30])=[CH:31][CH:32]=2)[N:3]=[N:2]1.